This data is from Full USPTO retrosynthesis dataset with 1.9M reactions from patents (1976-2016). The task is: Predict the reactants needed to synthesize the given product. (1) Given the product [F:19][C:2]([F:18])([F:1])[C:3]([N:5]1[CH2:11][CH:10]([CH3:12])[C:9]2[C:13]([F:21])=[C:14]([Cl:17])[CH:15]=[CH:16][C:8]=2[CH2:7][CH2:6]1)=[O:4], predict the reactants needed to synthesize it. The reactants are: [F:1][C:2]([F:19])([F:18])[C:3]([N:5]1[CH2:11][CH:10]([CH3:12])[C:9]2[CH:13]=[C:14]([Cl:17])[CH:15]=[CH:16][C:8]=2[CH2:7][CH2:6]1)=[O:4].[B-](F)(F)(F)[F:21].[B-](F)(F)(F)F.C1[N+]2(CCl)CC[N+](F)(CC2)C1.FC(F)(F)S(O)(=O)=O.O. (2) Given the product [Cl:28][C:24]1[C:23]([F:29])=[C:22]([C@H:18]([NH2:17])[CH2:19][CH2:20][N:6]([CH3:7])[CH3:5])[CH:27]=[CH:26][CH:25]=1, predict the reactants needed to synthesize it. The reactants are: C(C1C2[C:7](=CN=CC=2)[N:6](CC(O)=O)[CH:5]=1)(=O)C.[NH2:17][C@@H:18]([C:22]1[CH:27]=[CH:26][CH:25]=[C:24]([Cl:28])[C:23]=1[F:29])[CH2:19][CH2:20]O.